From a dataset of Catalyst prediction with 721,799 reactions and 888 catalyst types from USPTO. Predict which catalyst facilitates the given reaction. (1) Reactant: [NH2:1][C:2]1[N:7]=[C:6]([CH3:8])[C:5]([CH2:9][CH2:10][CH2:11][NH:12][C:13](=[O:25])[CH2:14][C:15]2[CH:20]=[CH:19][C:18]([CH2:21][C:22]([OH:24])=[O:23])=[CH:17][CH:16]=2)=[C:4]([NH:26][CH2:27][CH2:28][CH2:29][CH2:30][CH3:31])[N:3]=1.Cl.[CH3:33]O. Product: [NH2:1][C:2]1[N:7]=[C:6]([CH3:8])[C:5]([CH2:9][CH2:10][CH2:11][NH:12][C:13](=[O:25])[CH2:14][C:15]2[CH:20]=[CH:19][C:18]([CH2:21][C:22]([O:24][CH3:33])=[O:23])=[CH:17][CH:16]=2)=[C:4]([NH:26][CH2:27][CH2:28][CH2:29][CH2:30][CH3:31])[N:3]=1. The catalyst class is: 12. (2) Reactant: [C:1]1([C:7]2[O:8][C:9]([C:14]3[CH:19]=[CH:18][CH:17]=[CH:16][CH:15]=3)=[CH:10][C:11]=2[C:12]#N)[CH:6]=[CH:5][CH:4]=[CH:3][CH:2]=1.[OH2:20].[OH-:21].[Na+]. Product: [C:1]1([C:7]2[O:8][C:9]([C:14]3[CH:19]=[CH:18][CH:17]=[CH:16][CH:15]=3)=[CH:10][C:11]=2[C:12]([OH:21])=[O:20])[CH:6]=[CH:5][CH:4]=[CH:3][CH:2]=1. The catalyst class is: 196.